From a dataset of Reaction yield outcomes from USPTO patents with 853,638 reactions. Predict the reaction yield, written as a fraction of the theoretical maximum amount of product (1.0 means a 100% yield; for example, 0.34 means a 34% yield). The reactants are [F:1][C:2]1[CH:10]=[CH:9][C:5]([C:6](Cl)=[O:7])=[CH:4][CH:3]=1.[O:11]([CH2:18][C:19]1[CH:27]=[C:22]2[CH2:23][NH:24][CH2:25][CH2:26][N:21]2[N:20]=1)[C:12]1[CH:17]=[CH:16][CH:15]=[CH:14][CH:13]=1.N1C=CC=CC=1. The catalyst is C(Cl)Cl.C([O-])([O-])=O.[Na+].[Na+]. The product is [F:1][C:2]1[CH:10]=[CH:9][C:5]([C:6]([N:24]2[CH2:25][CH2:26][N:21]3[N:20]=[C:19]([CH2:18][O:11][C:12]4[CH:13]=[CH:14][CH:15]=[CH:16][CH:17]=4)[CH:27]=[C:22]3[CH2:23]2)=[O:7])=[CH:4][CH:3]=1. The yield is 0.590.